This data is from Peptide-MHC class I binding affinity with 185,985 pairs from IEDB/IMGT. The task is: Regression. Given a peptide amino acid sequence and an MHC pseudo amino acid sequence, predict their binding affinity value. This is MHC class I binding data. (1) The peptide sequence is AVFDSFVER. The MHC is HLA-B40:01 with pseudo-sequence HLA-B40:01. The binding affinity (normalized) is 0.0847. (2) The peptide sequence is KRLRPGGKK. The MHC is Patr-A0301 with pseudo-sequence YYAMYQENMASTDVDTLYIIYRDYTWAALAYRWY. The binding affinity (normalized) is 0. (3) The peptide sequence is LIFILLTAV. The MHC is HLA-A02:01 with pseudo-sequence HLA-A02:01. The binding affinity (normalized) is 0.460. (4) The peptide sequence is RTRFFCIPK. The MHC is HLA-A01:01 with pseudo-sequence HLA-A01:01. The binding affinity (normalized) is 0.0847. (5) The peptide sequence is TTTIKPVSY. The MHC is HLA-A30:02 with pseudo-sequence HLA-A30:02. The binding affinity (normalized) is 0.542. (6) The peptide sequence is VHFKAMWKY. The MHC is Mamu-B17 with pseudo-sequence Mamu-B17. The binding affinity (normalized) is 0.761. (7) The MHC is HLA-A68:02 with pseudo-sequence HLA-A68:02. The peptide sequence is DGFGVHLAF. The binding affinity (normalized) is 0.0847. (8) The peptide sequence is KVREHTFVK. The MHC is HLA-A30:01 with pseudo-sequence HLA-A30:01. The binding affinity (normalized) is 0.930. (9) The peptide sequence is AVFDRKSDAK. The MHC is HLA-B57:01 with pseudo-sequence HLA-B57:01. The binding affinity (normalized) is 0. (10) The peptide sequence is FADSDNIAM. The MHC is HLA-C05:01 with pseudo-sequence HLA-C05:01. The binding affinity (normalized) is 1.00.